From a dataset of Catalyst prediction with 721,799 reactions and 888 catalyst types from USPTO. Predict which catalyst facilitates the given reaction. Reactant: FC(F)(F)C(O)=O.[CH2:8]([N:11]1[CH:16]2[CH2:17][CH2:18][CH:12]1[CH2:13][CH:14]([N:19]([C:24]1[CH:25]=[C:26]3[C:30](=[CH:31][CH:32]=1)[N:29](C1CCCCO1)[N:28]=[CH:27]3)[S:20]([CH3:23])(=[O:22])=[O:21])[CH2:15]2)[CH2:9][CH3:10].C(=O)([O-])O.[Na+]. Product: [NH:29]1[C:30]2[C:26](=[CH:25][C:24]([N:19]([CH:14]3[CH2:15][CH:16]4[N:11]([CH2:8][CH2:9][CH3:10])[CH:12]([CH2:18][CH2:17]4)[CH2:13]3)[S:20]([CH3:23])(=[O:22])=[O:21])=[CH:32][CH:31]=2)[CH:27]=[N:28]1. The catalyst class is: 4.